Dataset: NCI-60 drug combinations with 297,098 pairs across 59 cell lines. Task: Regression. Given two drug SMILES strings and cell line genomic features, predict the synergy score measuring deviation from expected non-interaction effect. (1) Drug 1: C1=CN(C(=O)N=C1N)C2C(C(C(O2)CO)O)O.Cl. Drug 2: CN1C(=O)N2C=NC(=C2N=N1)C(=O)N. Cell line: NCI-H322M. Synergy scores: CSS=-3.47, Synergy_ZIP=0.887, Synergy_Bliss=3.76, Synergy_Loewe=-10.3, Synergy_HSA=-2.91. (2) Drug 1: CC1=C(C(CCC1)(C)C)C=CC(=CC=CC(=CC(=O)O)C)C. Drug 2: CN(CCCl)CCCl.Cl. Cell line: EKVX. Synergy scores: CSS=17.5, Synergy_ZIP=-6.67, Synergy_Bliss=-4.48, Synergy_Loewe=-0.0987, Synergy_HSA=0.373. (3) Drug 1: C1CCN(CC1)CCOC2=CC=C(C=C2)C(=O)C3=C(SC4=C3C=CC(=C4)O)C5=CC=C(C=C5)O. Drug 2: C1CCC(CC1)NC(=O)N(CCCl)N=O. Cell line: CCRF-CEM. Synergy scores: CSS=38.1, Synergy_ZIP=14.7, Synergy_Bliss=17.9, Synergy_Loewe=15.7, Synergy_HSA=15.5. (4) Synergy scores: CSS=31.0, Synergy_ZIP=-2.79, Synergy_Bliss=-1.03, Synergy_Loewe=-5.06, Synergy_HSA=-0.636. Cell line: DU-145. Drug 2: CN(CCCl)CCCl.Cl. Drug 1: CC1OCC2C(O1)C(C(C(O2)OC3C4COC(=O)C4C(C5=CC6=C(C=C35)OCO6)C7=CC(=C(C(=C7)OC)O)OC)O)O. (5) Drug 1: CCC1=C2CN3C(=CC4=C(C3=O)COC(=O)C4(CC)O)C2=NC5=C1C=C(C=C5)O. Drug 2: CN(C(=O)NC(C=O)C(C(C(CO)O)O)O)N=O. Cell line: MOLT-4. Synergy scores: CSS=48.1, Synergy_ZIP=-3.80, Synergy_Bliss=-4.80, Synergy_Loewe=-50.7, Synergy_HSA=-4.64. (6) Drug 1: C1CN1C2=NC(=NC(=N2)N3CC3)N4CC4. Drug 2: C1=C(C(=O)NC(=O)N1)N(CCCl)CCCl. Cell line: HOP-92. Synergy scores: CSS=35.2, Synergy_ZIP=-14.3, Synergy_Bliss=-4.63, Synergy_Loewe=-0.708, Synergy_HSA=1.54. (7) Drug 1: CCCS(=O)(=O)NC1=C(C(=C(C=C1)F)C(=O)C2=CNC3=C2C=C(C=N3)C4=CC=C(C=C4)Cl)F. Drug 2: CC1=C(C(CCC1)(C)C)C=CC(=CC=CC(=CC(=O)O)C)C. Cell line: RPMI-8226. Synergy scores: CSS=48.0, Synergy_ZIP=1.12, Synergy_Bliss=2.56, Synergy_Loewe=-25.3, Synergy_HSA=-0.187.